This data is from Catalyst prediction with 721,799 reactions and 888 catalyst types from USPTO. The task is: Predict which catalyst facilitates the given reaction. (1) Reactant: [C:1]([O:5][C:6](=[O:22])[N:7]=[C:8]([NH:14][C:15]([O:17][C:18]([CH3:21])([CH3:20])[CH3:19])=[O:16])[N:9]1[CH:13]=[CH:12][CH:11]=[N:10]1)([CH3:4])([CH3:3])[CH3:2].[C:23]([O:27][C:28](=[O:34])[NH:29][CH2:30][CH2:31][CH2:32]O)([CH3:26])([CH3:25])[CH3:24].C1(P(C2C=CC=CC=2)C2C=CC=CC=2)C=CC=CC=1.CC(OC(/N=N/C(OC(C)C)=O)=O)C. Product: [C:1]([O:5][C:6](=[O:22])[N:7]([CH2:32][CH2:31][CH2:30][NH:29][C:28]([O:27][C:23]([CH3:24])([CH3:26])[CH3:25])=[O:34])[C:8](=[N:14][C:15]([O:17][C:18]([CH3:21])([CH3:20])[CH3:19])=[O:16])[N:9]1[CH:13]=[CH:12][CH:11]=[N:10]1)([CH3:4])([CH3:3])[CH3:2]. The catalyst class is: 1. (2) Reactant: [CH3:1][N:2]([S:13]([C:16]1[CH:21]=[CH:20][C:19]([NH:22][CH2:23][C:24]([F:27])([F:26])[F:25])=[C:18]([N+:28]([O-:30])=[O:29])[CH:17]=1)(=[O:15])=[O:14])[C:3](=[O:12])[O:4][CH2:5][C:6]1[CH:11]=[CH:10][CH:9]=[CH:8][CH:7]=1.[H-].[Na+].I[CH3:34]. Product: [CH3:1][N:2]([S:13]([C:16]1[CH:21]=[CH:20][C:19]([N:22]([CH3:34])[CH2:23][C:24]([F:27])([F:26])[F:25])=[C:18]([N+:28]([O-:30])=[O:29])[CH:17]=1)(=[O:14])=[O:15])[C:3](=[O:12])[O:4][CH2:5][C:6]1[CH:11]=[CH:10][CH:9]=[CH:8][CH:7]=1. The catalyst class is: 18. (3) Reactant: O.[NH2:2][NH2:3].[F:4][C:5]([F:20])([F:19])[C:6](=O)[C:7](=[N:16][OH:17])[C:8]([C:10]1[CH:15]=[CH:14][CH:13]=[CH:12][CH:11]=1)=O.[O-]S([O-])(=O)=O.[Mg+2]. Product: [N:16]([C:7]1[C:8]([C:10]2[CH:15]=[CH:14][CH:13]=[CH:12][CH:11]=2)=[N:2][NH:3][C:6]=1[C:5]([F:20])([F:19])[F:4])=[O:17]. The catalyst class is: 14. (4) Reactant: [CH2:1]([O:3][P:4](/[CH:9]=[CH:10]/[C:11]1[C:12]([O:22][CH2:23][C:24]2[CH:47]=[CH:46][C:27]([O:28][CH2:29][C:30]3[N:31]=[C:32]([C:36]4[CH:45]=[CH:44][C:39]([C:40]([O:42]C)=[O:41])=[CH:38][CH:37]=4)[O:33][C:34]=3[CH3:35])=[C:26]([O:48][CH3:49])[CH:25]=2)=[N:13][N:14]([C:16]2[CH:21]=[CH:20][CH:19]=[CH:18][CH:17]=2)[CH:15]=1)([O:6][CH2:7][CH3:8])=[O:5])[CH3:2].[OH-].[Na+].Cl. Product: [CH2:7]([O:6][P:4](/[CH:9]=[CH:10]/[C:11]1[C:12]([O:22][CH2:23][C:24]2[CH:47]=[CH:46][C:27]([O:28][CH2:29][C:30]3[N:31]=[C:32]([C:36]4[CH:45]=[CH:44][C:39]([C:40]([OH:42])=[O:41])=[CH:38][CH:37]=4)[O:33][C:34]=3[CH3:35])=[C:26]([O:48][CH3:49])[CH:25]=2)=[N:13][N:14]([C:16]2[CH:17]=[CH:18][CH:19]=[CH:20][CH:21]=2)[CH:15]=1)([O:3][CH2:1][CH3:2])=[O:5])[CH3:8]. The catalyst class is: 364. (5) Reactant: C1OCOC1CO.C(N(CC)CC)C.C12CC(C=C1)CC2C(Cl)=O.[CH:25]12[CH2:31][CH:28]([CH:29]=[CH:30]1)[CH2:27][CH:26]2[C:32]([O:34][CH2:35][CH:36]1[CH2:40][O:39][CH2:38][O:37]1)=[O:33]. Product: [CH:25]12[CH2:31][CH:28]([CH2:29][CH2:30]1)[CH:27]=[C:26]2[C:32]([O:34][CH:35]1[CH2:36][O:37][CH2:38][O:39][CH2:40]1)=[O:33]. The catalyst class is: 226.